Dataset: TCR-epitope binding with 47,182 pairs between 192 epitopes and 23,139 TCRs. Task: Binary Classification. Given a T-cell receptor sequence (or CDR3 region) and an epitope sequence, predict whether binding occurs between them. (1) The epitope is SEVGPEHSLAEY. The TCR CDR3 sequence is CASSLLATDTQYF. Result: 0 (the TCR does not bind to the epitope). (2) The epitope is YFPLQSYGF. The TCR CDR3 sequence is CATSDLELGEQFF. Result: 0 (the TCR does not bind to the epitope).